This data is from Catalyst prediction with 721,799 reactions and 888 catalyst types from USPTO. The task is: Predict which catalyst facilitates the given reaction. Reactant: [Br-:1].[Br-].[Br-].C([N+](C)(C)C)C1C=CC=CC=1.C([N+](C)(C)C)C1C=CC=CC=1.C([N+](C)(C)C)C1C=CC=CC=1.[CH3:37][O:38][C:39]1[CH:44]=[CH:43][C:42]([C:45]2[C:46]([C:51]3[CH:56]=[CH:55][C:54]([OH:57])=[CH:53][C:52]=3[OH:58])=[N:47][NH:48][C:49]=2[CH3:50])=[CH:41][CH:40]=1. Product: [Br:1][C:55]1[CH:56]=[C:51]([C:46]2[C:45]([C:42]3[CH:41]=[CH:40][C:39]([O:38][CH3:37])=[CH:44][CH:43]=3)=[C:49]([CH3:50])[NH:48][N:47]=2)[C:52]([OH:58])=[CH:53][C:54]=1[OH:57]. The catalyst class is: 4.